Dataset: Reaction yield outcomes from USPTO patents with 853,638 reactions. Task: Predict the reaction yield, written as a fraction of the theoretical maximum amount of product (1.0 means a 100% yield; for example, 0.34 means a 34% yield). (1) The reactants are [Si]([O:8][CH2:9][CH2:10][NH:11][C:12]1[N:17]=[C:16]([O:18][CH3:19])[C:15]([NH:20][C:21]([C:23]2[N:24]=[C:25](Cl)[S:26][CH:27]=2)=[O:22])=[C:14]([O:29][CH3:30])[N:13]=1)(C(C)(C)C)(C)C.[Cl:31][C:32]1[CH:37]=[CH:36][C:35]([C:38]([F:41])([F:40])[F:39])=[CH:34][C:33]=1[OH:42].C(=O)([O-])[O-].[K+].[K+]. The catalyst is C1COCC1. The product is [Cl:31][C:32]1[CH:37]=[CH:36][C:35]([C:38]([F:39])([F:40])[F:41])=[CH:34][C:33]=1[O:42][C:25]1[S:26][CH:27]=[C:23]([C:21]([NH:20][C:15]2[C:16]([O:18][CH3:19])=[N:17][C:12]([NH:11][CH2:10][CH2:9][OH:8])=[N:13][C:14]=2[O:29][CH3:30])=[O:22])[N:24]=1. The yield is 0.500. (2) The reactants are Br[CH2:2][CH2:3][CH2:4][CH2:5][CH2:6][CH2:7][O:8][CH2:9][C:10]1([CH3:14])[CH2:13][O:12][CH2:11]1.[OH:15][C:16]1[CH:23]=[CH:22][C:19]([CH:20]=[O:21])=[CH:18][CH:17]=1.C([O-])([O-])=O.[K+].[K+].O. The catalyst is CN(C=O)C. The product is [CH3:14][C:10]1([CH2:9][O:8][CH2:7][CH2:6][CH2:5][CH2:4][CH2:3][CH2:2][O:15][C:16]2[CH:23]=[CH:22][C:19]([CH:20]=[O:21])=[CH:18][CH:17]=2)[CH2:13][O:12][CH2:11]1. The yield is 0.820.